This data is from Forward reaction prediction with 1.9M reactions from USPTO patents (1976-2016). The task is: Predict the product of the given reaction. Given the reactants [Cl:1][C:2]1[CH:7]=[C:6]([C:8](Cl)=[O:9])[CH:5]=[C:4]([Cl:11])[N:3]=1.[F:12][C:13]1[CH:14]=[C:15]2[C:19](=[CH:20][CH:21]=1)[NH:18][CH2:17][CH2:16]2.[OH-].[Na+].C(=O)([O-])O.[Na+], predict the reaction product. The product is: [Cl:1][C:2]1[CH:7]=[C:6]([C:8]([N:18]2[C:19]3[C:15](=[CH:14][C:13]([F:12])=[CH:21][CH:20]=3)[CH2:16][CH2:17]2)=[O:9])[CH:5]=[C:4]([Cl:11])[N:3]=1.